From a dataset of Full USPTO retrosynthesis dataset with 1.9M reactions from patents (1976-2016). Predict the reactants needed to synthesize the given product. (1) Given the product [CH3:9][O:8][C:5]1[CH:6]=[CH:7][C:2]([N:22]([C:23]([O:25][CH2:26][CH2:29][CH2:11][CH3:12])=[O:24])[NH:21][C:30]([O:32][CH2:16][CH2:17][CH2:18][CH3:19])=[O:31])=[CH:3][C:4]=1[CH3:10], predict the reactants needed to synthesize it. The reactants are: Br[C:2]1[CH:7]=[CH:6][C:5]([O:8][CH3:9])=[C:4]([CH3:10])[CH:3]=1.[CH2:11]1COC[CH2:12]1.[CH2:16]([Li])[CH2:17][CH2:18][CH3:19].[N:21]([C:30]([O:32]C(C)(C)C)=[O:31])=[N:22][C:23]([O:25][C:26]([CH3:29])(C)C)=[O:24]. (2) Given the product [S:20]1[C:24]2[CH:25]=[CH:26][CH:27]=[CH:28][C:23]=2[N:22]=[C:21]1[CH2:29][N:4]1[CH2:3][CH2:2][N:1]([C:7]2[CH:8]=[CH:9][C:10]3[N:11]([C:13]([C:16]([F:17])([F:18])[F:19])=[N:14][N:15]=3)[N:12]=2)[CH2:6][CH2:5]1, predict the reactants needed to synthesize it. The reactants are: [N:1]1([C:7]2[CH:8]=[CH:9][C:10]3[N:11]([C:13]([C:16]([F:19])([F:18])[F:17])=[N:14][N:15]=3)[N:12]=2)[CH2:6][CH2:5][NH:4][CH2:3][CH2:2]1.[S:20]1[C:24]2[CH:25]=[CH:26][CH:27]=[CH:28][C:23]=2[N:22]=[C:21]1[CH:29]=O. (3) Given the product [CH2:18]([S:25]([NH:28][C:29]([CH:31]1[CH2:32][N:33]([C:2]2[C:12]([C:13]#[N:14])=[CH:11][C:5]([C:6]([O:8][CH2:9][CH3:10])=[O:7])=[C:4]([CH:15]([F:17])[CH3:16])[N:3]=2)[CH2:34]1)=[O:30])(=[O:26])=[O:27])[C:19]1[CH:20]=[CH:21][CH:22]=[CH:23][CH:24]=1, predict the reactants needed to synthesize it. The reactants are: Cl[C:2]1[C:12]([C:13]#[N:14])=[CH:11][C:5]([C:6]([O:8][CH2:9][CH3:10])=[O:7])=[C:4]([CH:15]([F:17])[CH3:16])[N:3]=1.[CH2:18]([S:25]([NH:28][C:29]([CH:31]1[CH2:34][NH:33][CH2:32]1)=[O:30])(=[O:27])=[O:26])[C:19]1[CH:24]=[CH:23][CH:22]=[CH:21][CH:20]=1.CCN(C(C)C)C(C)C.C([O-])(O)=O.[Na+]. (4) Given the product [CH3:9][C:10]1[CH:11]=[C:12]([N:18]2[CH2:22][CH2:21][CH2:20][C:19]2=[O:23])[CH:13]=[C:14]([CH3:16])[CH:15]=1, predict the reactants needed to synthesize it. The reactants are: [O-]P([O-])([O-])=O.[K+].[K+].[K+].[CH3:9][C:10]1[CH:11]=[C:12](I)[CH:13]=[C:14]([CH3:16])[CH:15]=1.[NH:18]1[CH2:22][CH2:21][CH2:20][C:19]1=[O:23].CCCCCCCCCCCC. (5) The reactants are: C([O:5][C:6](=[O:40])[C:7]1[CH:12]=[CH:11][C:10]([NH:13][CH2:14][CH3:15])=[C:9]([N:16]=[C:17]2[N:21]([CH2:22][C:23]3[CH:28]=[CH:27][CH:26]=[CH:25][CH:24]=3)[C:20](=[O:29])[C:19](=[C:30]3[N:34]([CH3:35])[C:33]4[CH:36]=[CH:37][CH:38]=[CH:39][C:32]=4[S:31]3)[S:18]2)[CH:8]=1)(C)(C)C.C(O)(C(F)(F)F)=O.C(Cl)Cl. Given the product [CH2:22]([N:21]1[C:20](=[O:29])[C:19](=[C:30]2[N:34]([CH3:35])[C:33]3[CH:36]=[CH:37][CH:38]=[CH:39][C:32]=3[S:31]2)[S:18][C:17]1=[N:16][C:9]1[CH:8]=[C:7]([CH:12]=[CH:11][C:10]=1[NH:13][CH2:14][CH3:15])[C:6]([OH:40])=[O:5])[C:23]1[CH:28]=[CH:27][CH:26]=[CH:25][CH:24]=1, predict the reactants needed to synthesize it. (6) Given the product [Cl:18][C:19]1[CH:20]=[C:21]([NH:25][C:26]([OH:27])=[C:12]2[C:13](=[O:15])[O:14][C:9]([CH3:17])([CH3:8])[O:10][C:11]2=[O:16])[CH:22]=[CH:23][CH:24]=1, predict the reactants needed to synthesize it. The reactants are: C(N(CC)CC)C.[CH3:8][C:9]1([CH3:17])[O:14][C:13](=[O:15])[CH2:12][C:11](=[O:16])[O:10]1.[Cl:18][C:19]1[CH:24]=[CH:23][CH:22]=[C:21]([N:25]=[C:26]=[O:27])[CH:20]=1.Cl. (7) Given the product [CH3:22][O:21][C:18]1[CH:19]=[C:20]2[C:15](=[CH:16][C:17]=1[O:23][CH2:24][CH2:25][O:26][CH3:27])[N:14]=[CH:13][N:12]=[C:11]2[NH:10][C:6]1[C:7]([CH:8]=[C:2]([O:35][C:34]2[C:33]([F:36])=[C:32]([F:37])[C:31]([F:38])=[C:30]([F:39])[C:29]=2[F:28])[C:3](=[O:4])[CH:5]=1)=[O:9], predict the reactants needed to synthesize it. The reactants are: Cl[C:2]1[C:3]([CH:5]=[C:6]([NH:10][C:11]2[C:20]3[C:15](=[CH:16][C:17]([O:23][CH2:24][CH2:25][O:26][CH3:27])=[C:18]([O:21][CH3:22])[CH:19]=3)[N:14]=[CH:13][N:12]=2)[C:7](=[O:9])[CH:8]=1)=[O:4].[F:28][C:29]1[C:34]([OH:35])=[C:33]([F:36])[C:32]([F:37])=[C:31]([F:38])[C:30]=1[F:39].C(=O)([O-])[O-].[K+].[K+]. (8) Given the product [CH2:1]([O:8][C:9]([NH:11][CH2:12][CH2:13][CH2:14][C@H:15]([NH:31][CH2:32][C:33]1[CH:42]=[CH:41][C:40]2[C:35](=[CH:36][CH:37]=[CH:38][CH:39]=2)[N:34]=1)[C:16]([NH:18][C:19]1[CH:24]=[CH:23][CH:22]=[CH:21][C:20]=1[CH2:25][CH2:26][C:27]([OH:29])=[O:28])=[O:17])=[O:10])[C:2]1[CH:3]=[CH:4][CH:5]=[CH:6][CH:7]=1, predict the reactants needed to synthesize it. The reactants are: [CH2:1]([O:8][C:9]([NH:11][CH2:12][CH2:13][CH2:14][C@H:15]([NH:31][CH2:32][C:33]1[CH:42]=[CH:41][C:40]2[C:35](=[CH:36][CH:37]=[CH:38][CH:39]=2)[N:34]=1)[C:16]([NH:18][C:19]1[CH:24]=[CH:23][CH:22]=[CH:21][C:20]=1[CH2:25][CH2:26][C:27]([O:29]C)=[O:28])=[O:17])=[O:10])[C:2]1[CH:7]=[CH:6][CH:5]=[CH:4][CH:3]=1.[OH-].[Na+].Cl. (9) Given the product [OH:5][C:4]1[CH:3]=[C:2]([CH:9]=[CH:8][C:6]=1[OH:7])[C:1]([O:11][CH3:12])=[O:10].[OH:16][C:15]1[CH:14]=[C:13]([CH:20]=[C:18]([OH:19])[CH:17]=1)[C:12]([O:22][CH3:23])=[O:21].[OH:27][C:26]1[CH:25]=[C:24]([CH:32]=[C:30]([OH:31])[C:28]=1[OH:29])[C:23]([O:34][CH3:1])=[O:33], predict the reactants needed to synthesize it. The reactants are: [C:1]([OH:11])(=[O:10])[C:2]1[CH:9]=[CH:8][C:6]([OH:7])=[C:4]([OH:5])[CH:3]=1.[C:12]([OH:22])(=[O:21])[C:13]1[CH:20]=[C:18]([OH:19])[CH:17]=[C:15]([OH:16])[CH:14]=1.[C:23]([OH:34])(=[O:33])[C:24]1[CH:32]=[C:30]([OH:31])[C:28]([OH:29])=[C:26]([OH:27])[CH:25]=1. (10) The reactants are: [F:1][C:2]([F:12])([F:11])[C:3]1[C:4]([Cl:10])=[N:5][C:6](Cl)=[N:7][CH:8]=1.[NH2:13][C:14]1[CH:15]=[C:16]2[CH2:22][C:21](=[O:23])[NH:20][C:17]2=[N:18][CH:19]=1.C(N(C(C)C)CC)(C)C.N1C2C(=CC=CC=2)CC1=O.FC(C1N=CC=CN=1)(F)F. Given the product [Cl:10][C:4]1[C:3]([C:2]([F:12])([F:11])[F:1])=[CH:8][N:7]=[C:6]([NH:13][C:14]2[CH:15]=[C:16]3[CH2:22][C:21](=[O:23])[NH:20][C:17]3=[N:18][CH:19]=2)[N:5]=1, predict the reactants needed to synthesize it.